The task is: Predict the reactants needed to synthesize the given product.. This data is from Full USPTO retrosynthesis dataset with 1.9M reactions from patents (1976-2016). (1) Given the product [C:23]1([CH:21]([NH:20][C:19]([CH:18]2[CH2:17][N:16]([S:30]([CH3:33])(=[O:32])=[O:31])[CH:13]3[CH2:14][CH2:15][N:11]([C:9](=[O:10])[CH:8]([NH2:7])[CH:34]4[CH2:35][CH2:36][CH2:37][CH2:38][CH2:39]4)[CH:12]23)=[O:29])[CH3:22])[CH:28]=[CH:27][CH:26]=[CH:25][CH:24]=1, predict the reactants needed to synthesize it. The reactants are: C(OC(=O)[NH:7][CH:8]([CH:34]1[CH2:39][CH2:38][CH2:37][CH2:36][CH2:35]1)[C:9]([N:11]1[CH2:15][CH2:14][CH:13]2[N:16]([S:30]([CH3:33])(=[O:32])=[O:31])[CH2:17][CH:18]([C:19](=[O:29])[NH:20][CH:21]([C:23]3[CH:28]=[CH:27][CH:26]=[CH:25][CH:24]=3)[CH3:22])[CH:12]12)=[O:10])(C)(C)C.C(O)(C(F)(F)F)=O. (2) Given the product [F:50][C:49]1[C:48]2[CH2:47][CH2:46][CH2:45][CH2:44][C:43]=2[N:42]2[CH2:51][CH2:52][N:39]([C:7]3[CH:8]=[C:9]([F:38])[CH:10]=[C:11]([C:12]4[CH:17]=[C:16]([NH:18][C:19]5[CH:24]=[CH:23][C:22]([N:25]6[CH2:30][CH2:29][N:28]([CH:31]7[CH2:32][O:33][CH2:34]7)[CH2:27][C@@H:26]6[CH3:35])=[CH:21][N:20]=5)[C:15](=[O:36])[N:14]([CH3:37])[CH:13]=4)[C:6]=3[CH2:5][OH:4])[C:40](=[O:53])[C:41]=12, predict the reactants needed to synthesize it. The reactants are: C([O:4][CH2:5][C:6]1[C:11]([C:12]2[CH:17]=[C:16]([NH:18][C:19]3[CH:24]=[CH:23][C:22]([N:25]4[CH2:30][CH2:29][N:28]([CH:31]5[CH2:34][O:33][CH2:32]5)[CH2:27][C@@H:26]4[CH3:35])=[CH:21][N:20]=3)[C:15](=[O:36])[N:14]([CH3:37])[CH:13]=2)=[CH:10][C:9]([F:38])=[CH:8][C:7]=1[N:39]1[CH2:52][CH2:51][N:42]2[C:43]3[CH2:44][CH2:45][CH2:46][CH2:47][C:48]=3[C:49]([F:50])=[C:41]2[C:40]1=[O:53])(=O)C.[OH-].[Li+].C(O)(C)C.C1COCC1. (3) Given the product [CH3:21][O:27][N:9]1[C:5]2[C:6](=[N:7][CH:8]=[CH:3][CH:4]=2)[C:16](=[O:17])[CH:11]=[CH:10]1, predict the reactants needed to synthesize it. The reactants are: CO[C:3]1[CH:4]=[C:5]([NH:9][CH:10]=[C:11]2[C:16](=[O:17])OC(C)(C)OC2=O)[CH:6]=[N:7][CH:8]=1.[C:21]1([O:27]C2C=CC=CC=2)C=CC=CC=1. (4) The reactants are: [N+:1]([C:4]1[CH:9]=[C:8]([C:10]([F:13])([F:12])[F:11])[C:7]([O:14][CH2:15][C:16]([F:19])([F:18])[F:17])=[CH:6][C:5]=1[NH2:20])([O-:3])=[O:2].ClC1C(C(F)(F)F)=CC([N+]([O-])=O)=C(N)C=1.FC(F)(F)CO.[OH-].[K+].[CH3:44][C:45]([O:48][C:49](O[C:49]([O:48][C:45]([CH3:47])([CH3:46])[CH3:44])=[O:50])=[O:50])([CH3:47])[CH3:46].C(O)(C(F)(F)F)=O. Given the product [C:45]([O:48][C:49](=[O:50])[NH:20][C:5]1[CH:6]=[C:7]([O:14][CH2:15][C:16]([F:17])([F:18])[F:19])[C:8]([C:10]([F:11])([F:12])[F:13])=[CH:9][C:4]=1[N+:1]([O-:3])=[O:2])([CH3:47])([CH3:46])[CH3:44], predict the reactants needed to synthesize it. (5) Given the product [C:23]([O:27][C:28]([NH:2][CH2:3][C:4]1[CH:9]=[CH:8][C:7]([O:10][S:11]([C:14]([F:15])([F:16])[F:17])(=[O:12])=[O:13])=[C:6]([O:18][C:19]([F:22])([F:20])[F:21])[CH:5]=1)=[O:29])([CH3:26])([CH3:25])[CH3:24], predict the reactants needed to synthesize it. The reactants are: Cl.[NH2:2][CH2:3][C:4]1[CH:9]=[CH:8][C:7]([O:10][S:11]([C:14]([F:17])([F:16])[F:15])(=[O:13])=[O:12])=[C:6]([O:18][C:19]([F:22])([F:21])[F:20])[CH:5]=1.[C:23]([O:27][C:28](O[C:28]([O:27][C:23]([CH3:26])([CH3:25])[CH3:24])=[O:29])=[O:29])([CH3:26])([CH3:25])[CH3:24].C(N(CC)CC)C. (6) Given the product [F:18][C:13]1[CH:12]=[C:11]2[C:16]([CH:17]=[C:8]([C:5]3[CH:6]=[CH:7][C:2]([C:24]4[CH:23]=[N:22][N:21]([CH3:20])[CH:25]=4)=[CH:3][CH:4]=3)[NH:9][C:10]2=[O:19])=[CH:15][CH:14]=1, predict the reactants needed to synthesize it. The reactants are: Br[C:2]1[CH:7]=[CH:6][C:5]([C:8]2[NH:9][C:10](=[O:19])[C:11]3[C:16]([CH:17]=2)=[CH:15][CH:14]=[C:13]([F:18])[CH:12]=3)=[CH:4][CH:3]=1.[CH3:20][N:21]1[CH:25]=[C:24](B2OC(C)(C)C(C)(C)O2)[CH:23]=[N:22]1.C(=O)([O-])O.[Na+]. (7) Given the product [CH3:1][O:2][C:3]1[CH:9]=[CH:8][C:6]([NH:7][C:18](=[O:20])[CH3:19])=[C:5]([CH3:10])[CH:4]=1, predict the reactants needed to synthesize it. The reactants are: [CH3:1][O:2][C:3]1[CH:9]=[CH:8][C:6]([NH2:7])=[C:5]([CH3:10])[CH:4]=1.C(N(CC)CC)C.[C:18](OC(=O)C)(=[O:20])[CH3:19].C(O)(=O)CC(CC(O)=O)(C(O)=O)O.